Dataset: Forward reaction prediction with 1.9M reactions from USPTO patents (1976-2016). Task: Predict the product of the given reaction. (1) Given the reactants [CH3:1][O:2][C:3]1[CH:8]=[C:7]([CH2:9][CH:10]=O)[C:6]([O:12][CH3:13])=[CH:5][C:4]=1[C:14]1[N:19]=[C:18]([NH:20][C:21](=[O:26])[C:22]([CH3:25])([CH3:24])[CH3:23])[CH:17]=[CH:16][CH:15]=1.[CH3:27][NH:28][CH3:29].C(O[BH-](OC(=O)C)OC(=O)C)(=O)C.[Na+].C(O)(=O)C, predict the reaction product. The product is: [CH3:27][N:28]([CH3:29])[CH2:10][CH2:9][C:7]1[C:6]([O:12][CH3:13])=[CH:5][C:4]([C:14]2[N:19]=[C:18]([NH:20][C:21](=[O:26])[C:22]([CH3:24])([CH3:25])[CH3:23])[CH:17]=[CH:16][CH:15]=2)=[C:3]([O:2][CH3:1])[CH:8]=1. (2) Given the reactants [N+:1]([C:4]1[CH:5]=[C:6]([C:10]2[CH:11]=[N:12][NH:13][CH:14]=2)[CH:7]=[CH:8][CH:9]=1)([O-])=O, predict the reaction product. The product is: [NH:12]1[CH:11]=[C:10]([C:6]2[CH:5]=[C:4]([CH:9]=[CH:8][CH:7]=2)[NH2:1])[CH:14]=[N:13]1. (3) Given the reactants C([O:3][C:4](=[O:25])[CH2:5][C:6]1[CH:7]=[C:8]([C:14]2[CH:19]=[CH:18][C:17]([F:20])=[CH:16][C:15]=2[CH2:21][NH:22][CH2:23][CH3:24])[C:9]([O:12][CH3:13])=[CH:10][CH:11]=1)C.[C:26](Cl)(=[O:28])[CH3:27].C(OC(=O)CC1C=C(C2C=CC(F)=CC=2CN(C(OCC2C=CC=CC=2)=O)CC)C(OC)=CC=1)C.[Li+].[OH-], predict the reaction product. The product is: [C:26]([N:22]([CH2:21][C:15]1[CH:16]=[C:17]([F:20])[CH:18]=[CH:19][C:14]=1[C:8]1[C:9]([O:12][CH3:13])=[CH:10][CH:11]=[C:6]([CH2:5][C:4]([OH:25])=[O:3])[CH:7]=1)[CH2:23][CH3:24])(=[O:28])[CH3:27]. (4) Given the reactants [CH3:1][O:2][CH:3]([O:16][CH3:17])[CH2:4][NH:5][CH2:6][CH2:7][CH2:8]/[CH:9]=[CH:10]/[CH2:11][CH2:12][CH2:13][CH2:14][CH3:15].C(N(C(C)C)CC)(C)C.[C:27](Cl)([O:29][CH2:30][CH:31]1[C:43]2[C:38](=[CH:39][CH:40]=[CH:41][CH:42]=2)[C:37]2[C:32]1=[CH:33][CH:34]=[CH:35][CH:36]=2)=[O:28].OS([O-])(=O)=O.[K+], predict the reaction product. The product is: [CH3:17][O:16][CH:3]([O:2][CH3:1])[CH2:4][N:5]([CH2:6][CH2:7][CH2:8]/[CH:9]=[CH:10]/[CH2:11][CH2:12][CH2:13][CH2:14][CH3:15])[C:27]([O:29][CH2:30][CH:31]1[C:32]2[C:37](=[CH:36][CH:35]=[CH:34][CH:33]=2)[C:38]2[C:43]1=[CH:42][CH:41]=[CH:40][CH:39]=2)=[O:28].